From a dataset of Experimentally validated miRNA-target interactions with 360,000+ pairs, plus equal number of negative samples. Binary Classification. Given a miRNA mature sequence and a target amino acid sequence, predict their likelihood of interaction. (1) The miRNA is hsa-miR-3686 with sequence AUCUGUAAGAGAAAGUAAAUGA. The protein sequence of the target gene is MQRPGPRLWLVLQVMGSCAAISSMDMERPGDGKCQPIEIPMCKDIGYNMTRMPNLMGHENQREAAIQLHEFAPLVEYGCHGHLRFFLCSLYAPMCTEQVSTPIPACRVMCEQARLKCSPIMEQFNFKWPDSLDCRKLPNKNDPNYLCMEAPNNGSDEPTRGSGLFPPLFRPQRPHSAQEHPLKDGGPGRGGCDNPGKFHHVEKSASCAPLCTPGVDVYWSREDKRFAVVWLAIWAVLCFFSSAFTVLTFLIDPARFRYPERPIIFLSMCYCVYSVGYLIRLFAGAESIACDRDSGQLYVI.... Result: 0 (no interaction). (2) The miRNA is hsa-miR-5572 with sequence GUUGGGGUGCAGGGGUCUGCU. The protein sequence of the target gene is MLGGSAGRLKMSSSGTLSNYYVDSLIGHEGDEVFAARFGPPGPGAQGRPAGVADGPAATAAEFASCSFAPRSAVFSASWSAVPSQPPAAAAMSGLYHPYVPPPPLAASASEPGRYVRSWMEPLPGFPGGAGGGGGGGGGGPGRGPSPGPSGPANGRHYGIKPETRAAPAPATAASTTSSSSTSLSSSSKRTECSVARESQGSSGPEFSCNSFLQEKAAAATGGTGPGAGIGAATGTGGSSEPSACSDHPIPGCSLKEEEKQHSQPQQQQLDPNNPAANWIHARSTRKKRCPYTKYQTLEL.... Result: 1 (interaction). (3) The miRNA is hsa-miR-4320 with sequence GGGAUUCUGUAGCUUCCU. The protein sequence of the target gene is MKLRSSHNASKTLNANNMETLIECQSEGDIKEHPLLASCESEDSICQLIEVKKRKKVLSWPFLMRRLSPASDFSGALETDLKASLFDQPLSIICGDSDTLPRPIQDILTILCLKGPSTEGIFRRAANEKARKELKEELNSGDAVDLERLPVHLLAVVFKDFLRSIPRKLLSSDLFEEWMGALEMQDEEDRIEALKQVADKLPRPNLLLLKHLVYVLHLISKNSEVNRMDSSNLAICIGPNMLTLENDQSLSFEAQKDLNNKVKTLVEFLIDNCFEIFGENIPVHSSITSDDSLEHTDSSD.... Result: 0 (no interaction). (4) The miRNA is mmu-miR-141-3p with sequence UAACACUGUCUGGUAAAGAUGG. The protein sequence of the target gene is MPTRVLTMSARLGPLPQPPAAQDEPVFAQLKPVLGAANPARDAALFSGDDLKHAHHHPPAPPPAAGPRLPSEELVQTRCEMEKYLTPQLPPVPIISEHKKYRRDSASVVDQFFTDTEGIPYSINMNVFLPDITHLRTGLYKSQRPCVTQIKTEPVTIFSHQSESTAPPPPPAPTQALPEFTSIFSSHQTTAPPQEVNNIFIKQELPIPDLHLSVPSQQGHLYQLLNTPDLDMPSSTNQTAVMDTLNVSMAGLNPHPSAVPQTSMKQFQGMPPCTYTMPSQFLPQQATYFPPSPPSSEPGS.... Result: 1 (interaction).